Task: Predict the reaction yield, written as a fraction of the theoretical maximum amount of product (1.0 means a 100% yield; for example, 0.34 means a 34% yield).. Dataset: Reaction yield outcomes from USPTO patents with 853,638 reactions (1) The reactants are [Cl:1][C:2]1[CH:21]=[C:20]([Cl:22])[CH:19]=[CH:18][C:3]=1[CH2:4][N:5]1[C:9]([C:10](OC)=[O:11])=[CH:8][C:7]([O:14][CH:15]([CH3:17])[CH3:16])=[N:6]1.[H-].[Al+3].[Li+].[H-].[H-].[H-].C(O)C.[Cl-].[NH4+]. The catalyst is O1CCCC1. The product is [Cl:1][C:2]1[CH:21]=[C:20]([Cl:22])[CH:19]=[CH:18][C:3]=1[CH2:4][N:5]1[C:9]([CH2:10][OH:11])=[CH:8][C:7]([O:14][CH:15]([CH3:17])[CH3:16])=[N:6]1. The yield is 0.960. (2) The reactants are [CH2:1]([CH:3]([N:6]1[CH:15]=[C:14]([C:16](O)=[O:17])[C:13]2[C:8](=[CH:9][C:10]([O:21][CH3:22])=[C:11]([O:19][CH3:20])[CH:12]=2)[C:7]1=[O:23])[CH2:4][CH3:5])[CH3:2].[CH:24]1([NH2:33])[C:32]2[C:27](=[CH:28][CH:29]=[CH:30][CH:31]=2)[CH2:26][CH2:25]1. The catalyst is O=S(Cl)Cl. The product is [CH:24]1([NH:33][C:16]([C:14]2[C:13]3[C:8](=[CH:9][C:10]([O:21][CH3:22])=[C:11]([O:19][CH3:20])[CH:12]=3)[C:7](=[O:23])[N:6]([CH:3]([CH2:1][CH3:2])[CH2:4][CH3:5])[CH:15]=2)=[O:17])[C:32]2[C:27](=[CH:28][CH:29]=[CH:30][CH:31]=2)[CH2:26][CH2:25]1. The yield is 0.490. (3) The reactants are [NH:1]1[CH:5]=[CH:4][C:3]([CH:6]([C:8]2[CH:17]=[CH:16][C:11]3[NH:12][C:13](=[O:15])[S:14][C:10]=3[CH:9]=2)[CH3:7])=[N:2]1.CC(C)([O-])C.[Li+].F[C:25]1[N:30]=[CH:29][C:28]([CH2:31][C:32]([CH3:35])([OH:34])[CH3:33])=[CH:27][CH:26]=1. The catalyst is CN(C)C=O. The product is [OH:34][C:32]([CH3:35])([CH3:33])[CH2:31][C:28]1[CH:27]=[CH:26][C:25]([N:1]2[CH:5]=[CH:4][C:3]([CH:6]([C:8]3[CH:17]=[CH:16][C:11]4[NH:12][C:13](=[O:15])[S:14][C:10]=4[CH:9]=3)[CH3:7])=[N:2]2)=[N:30][CH:29]=1. The yield is 0.970. (4) The reactants are [Cl:1][C:2]1[CH:3]=[C:4]([CH:26]=[CH:27][C:28]=1[O:29][CH3:30])[CH2:5][NH:6][C:7]1[C:12]([C:13]([NH:15][CH2:16][C:17]2[N:22]=[CH:21][CH:20]=[CH:19][N:18]=2)=[O:14])=[CH:11][N:10]=[C:9](S(C)=O)[N:8]=1.[CH3:31][N:32]1[CH2:41][CH2:40][CH2:39][C:34]2([CH2:38][NH:37][CH2:36][CH2:35]2)[CH2:33]1.C(N(CC)CC)C.O. The catalyst is C1COCC1.C(Cl)Cl. The product is [Cl:1][C:2]1[CH:3]=[C:4]([CH:26]=[CH:27][C:28]=1[O:29][CH3:30])[CH2:5][NH:6][C:7]1[C:12]([C:13]([NH:15][CH2:16][C:17]2[N:22]=[CH:21][CH:20]=[CH:19][N:18]=2)=[O:14])=[CH:11][N:10]=[C:9]([N:37]2[CH2:36][CH2:35][C:34]3([CH2:39][CH2:40][CH2:41][N:32]([CH3:31])[CH2:33]3)[CH2:38]2)[N:8]=1. The yield is 0.170.